This data is from Full USPTO retrosynthesis dataset with 1.9M reactions from patents (1976-2016). The task is: Predict the reactants needed to synthesize the given product. (1) Given the product [NH2:44][CH:22]([CH2:23][SH:24])[C:21]([NH:20][CH2:19][CH2:18][NH:17][C:15](=[O:16])[C:14]1[CH:13]=[CH:12][C:11](/[N:10]=[N:9]/[C:6]2[CH:5]=[CH:4][C:3]([N:2]([CH3:1])[CH3:55])=[CH:8][CH:7]=2)=[CH:54][CH:53]=1)=[O:52], predict the reactants needed to synthesize it. The reactants are: [CH3:1][N:2]([CH3:55])[C:3]1[CH:8]=[CH:7][C:6](/[N:9]=[N:10]/[C:11]2[CH:54]=[CH:53][C:14]([C:15]([NH:17][CH2:18][CH2:19][NH:20][C:21](=[O:52])[CH:22]([NH:44]C(=O)OC(C)(C)C)[CH2:23][S:24]C(C3C=CC=CC=3)(C3C=CC=CC=3)C3C=CC=CC=3)=[O:16])=[CH:13][CH:12]=2)=[CH:5][CH:4]=1.FC(F)(F)C(O)=O.O.C([SiH](C(C)C)C(C)C)(C)C. (2) Given the product [CH3:13][C:4]1[C:5]([S:9]([N:14]2[CH2:19][CH2:18][CH:17]([N:20]3[CH2:25][CH2:24][O:23][CH2:22][CH2:21]3)[CH2:16][CH2:15]2)(=[O:11])=[O:10])=[C:6]([CH3:8])[NH:7][C:3]=1[CH:1]=[O:2], predict the reactants needed to synthesize it. The reactants are: [CH:1]([C:3]1[NH:7][C:6]([CH3:8])=[C:5]([S:9](Cl)(=[O:11])=[O:10])[C:4]=1[CH3:13])=[O:2].[NH:14]1[CH2:19][CH2:18][CH:17]([N:20]2[CH2:25][CH2:24][O:23][CH2:22][CH2:21]2)[CH2:16][CH2:15]1.